From a dataset of NCI-60 drug combinations with 297,098 pairs across 59 cell lines. Regression. Given two drug SMILES strings and cell line genomic features, predict the synergy score measuring deviation from expected non-interaction effect. (1) Drug 1: CN(C)C1=NC(=NC(=N1)N(C)C)N(C)C. Drug 2: CC=C1C(=O)NC(C(=O)OC2CC(=O)NC(C(=O)NC(CSSCCC=C2)C(=O)N1)C(C)C)C(C)C. Cell line: M14. Synergy scores: CSS=36.7, Synergy_ZIP=1.42, Synergy_Bliss=-2.56, Synergy_Loewe=-50.8, Synergy_HSA=-5.20. (2) Drug 1: CN(C)N=NC1=C(NC=N1)C(=O)N. Drug 2: CN1C(=O)N2C=NC(=C2N=N1)C(=O)N. Cell line: COLO 205. Synergy scores: CSS=-2.08, Synergy_ZIP=1.22, Synergy_Bliss=2.22, Synergy_Loewe=-4.49, Synergy_HSA=-2.52. (3) Drug 1: CC1=C(C=C(C=C1)NC(=O)C2=CC=C(C=C2)CN3CCN(CC3)C)NC4=NC=CC(=N4)C5=CN=CC=C5. Drug 2: C1CNP(=O)(OC1)N(CCCl)CCCl. Cell line: SR. Synergy scores: CSS=3.49, Synergy_ZIP=-0.800, Synergy_Bliss=1.46, Synergy_Loewe=1.21, Synergy_HSA=0.871.